From a dataset of Catalyst prediction with 721,799 reactions and 888 catalyst types from USPTO. Predict which catalyst facilitates the given reaction. (1) Reactant: [CH2:1]([OH:4])[CH2:2][OH:3].C[Si]([N-][Si](C)(C)C)(C)C.[Na+].[Cl:15][C:16]1[N:21]=[C:20](S(C)(=O)=O)[CH:19]=[CH:18][N:17]=1. Product: [Cl:15][C:16]1[N:21]=[C:20]([O:3][CH2:2][CH2:1][OH:4])[CH:19]=[CH:18][N:17]=1. The catalyst class is: 7. (2) Reactant: Br[C:2]1[S:6][C:5]([C:7]2[N:11]3[N:12]=[C:13]([CH3:21])[CH:14]=[C:15]([CH:16]([CH2:19][CH3:20])[CH2:17][CH3:18])[C:10]3=[N:9][C:8]=2[CH3:22])=[C:4]([CH3:23])[CH:3]=1.[I-].[C:25]1([Zn+])[CH:30]=[CH:29][CH:28]=[CH:27][CH:26]=1.C1COCC1. Product: [CH2:17]([CH:16]([C:15]1[C:10]2[N:11]([C:7]([C:5]3[S:6][C:2]([C:25]4[CH:30]=[CH:29][CH:28]=[CH:27][CH:26]=4)=[CH:3][C:4]=3[CH3:23])=[C:8]([CH3:22])[N:9]=2)[N:12]=[C:13]([CH3:21])[CH:14]=1)[CH2:19][CH3:20])[CH3:18]. The catalyst class is: 140. (3) Reactant: [N:1]1([C:7](=[O:12])[CH2:8][C:9](=[O:11])[CH3:10])[CH2:6][CH2:5][O:4][CH2:3][CH2:2]1.[Br:13]N1C(=O)CCC1=O. Product: [Br:13][CH:8]([C:9](=[O:11])[CH3:10])[C:7]([N:1]1[CH2:6][CH2:5][O:4][CH2:3][CH2:2]1)=[O:12]. The catalyst class is: 26. (4) Reactant: [Br:1][C:2]1[CH:3]=[CH:4][CH:5]=[C:6]2[C:11]=1[NH:10][CH2:9][CH2:8][C:7]2=O.Cl.[NH2:14][OH:15].N1C=CC=CC=1. Product: [Br:1][C:2]1[CH:3]=[CH:4][CH:5]=[C:6]2[C:11]=1[NH:10][CH2:9][CH2:8][C:7]2=[N:14][OH:15]. The catalyst class is: 14. (5) Reactant: [C:1]([C:3]1[C:7]2[CH:8]=[C:9]([CH:26]3[CH2:28][CH2:27]3)[C:10]([N:12]([CH2:17][C:18]3[CH:23]=[CH:22][C:21]([O:24][CH3:25])=[CH:20][CH:19]=3)[S:13]([CH3:16])(=[O:15])=[O:14])=[CH:11][C:6]=2[O:5][C:4]=1[C:29]1[CH:34]=[CH:33][C:32]([F:35])=[CH:31][CH:30]=1)#[N:2].[NH2:36][OH:37]. Product: [CH:26]1([C:9]2[C:10]([N:12]([CH2:17][C:18]3[CH:19]=[CH:20][C:21]([O:24][CH3:25])=[CH:22][CH:23]=3)[S:13]([CH3:16])(=[O:15])=[O:14])=[CH:11][C:6]3[O:5][C:4]([C:29]4[CH:30]=[CH:31][C:32]([F:35])=[CH:33][CH:34]=4)=[C:3]([C:1](=[N:36][OH:37])[NH2:2])[C:7]=3[CH:8]=2)[CH2:28][CH2:27]1. The catalyst class is: 8.